From a dataset of Forward reaction prediction with 1.9M reactions from USPTO patents (1976-2016). Predict the product of the given reaction. (1) The product is: [C:41]([OH:47])([C:43]([F:46])([F:45])[F:44])=[O:42].[NH2:27][CH2:26][CH2:25][NH:24][C:10]1[N:11]=[C:12]([NH:16][C:17]2[CH:18]=[C:19]([CH3:23])[CH:20]=[CH:21][CH:22]=2)[C:13]2[C:14](=[O:15])[NH:6][CH2:7][C:8]=2[N:9]=1. Given the reactants COC1C=C(OC)C=CC=1C[N:6]1[C:14](=[O:15])[C:13]2[C:12]([NH:16][C:17]3[CH:18]=[C:19]([CH3:23])[CH:20]=[CH:21][CH:22]=3)=[N:11][C:10]([NH:24][CH2:25][CH2:26][NH:27]C(=O)OC(C)(C)C)=[N:9][C:8]=2[CH2:7]1.[C:41]([OH:47])([C:43]([F:46])([F:45])[F:44])=[O:42], predict the reaction product. (2) Given the reactants [Br:1][C:2]1[CH:3]=[CH:4][C:5]([C:8]2[CH2:12][C@@H:11]([CH2:13][O:14][CH2:15][CH2:16]O)[O:10][N:9]=2)=[N:6][CH:7]=1.C1(P(C2C=CC=CC=2)C2C=CC=CC=2)C=CC=CC=1.C1(P([N:51]=[N+:52]=[N-:53])(C2C=CC=CC=2)=O)C=CC=CC=1.CC(OC(/N=N/C(OC(C)C)=O)=O)C, predict the reaction product. The product is: [N:51]([CH2:16][CH2:15][O:14][CH2:13][C@H:11]1[O:10][N:9]=[C:8]([C:5]2[CH:4]=[CH:3][C:2]([Br:1])=[CH:7][N:6]=2)[CH2:12]1)=[N+:52]=[N-:53]. (3) Given the reactants [C:1]([O:5][C:6]([NH:8][CH2:9][C:10]1[CH:11]=[CH:12][C:13]([CH:16]([OH:21])[CH2:17][CH:18]([CH3:20])[CH3:19])=[N:14][CH:15]=1)=[O:7])([CH3:4])([CH3:3])[CH3:2], predict the reaction product. The product is: [C:1]([O:5][C:6]([NH:8][CH2:9][C:10]1[CH:11]=[CH:12][C:13]([C:16](=[O:21])[CH2:17][CH:18]([CH3:19])[CH3:20])=[N:14][CH:15]=1)=[O:7])([CH3:4])([CH3:3])[CH3:2]. (4) Given the reactants [NH2:1][C:2]1[S:6][N:5]=[C:4]([CH3:7])[C:3]=1[C:8]([NH:10][C:11]1[CH:16]=[CH:15][CH:14]=[CH:13][C:12]=1[CH2:17][CH3:18])=[O:9].I[C:20]1[CH:27]=[CH:26][C:23]([C:24]#[N:25])=[CH:22][N:21]=1.C(=O)([O-])[O-].[Cs+].[Cs+].CC1(C)C2C(=C(P(C3C=CC=CC=3)C3C=CC=CC=3)C=CC=2)OC2C(P(C3C=CC=CC=3)C3C=CC=CC=3)=CC=CC1=2, predict the reaction product. The product is: [C:24]([C:23]1[CH:26]=[CH:27][C:20]([NH:1][C:2]2[S:6][N:5]=[C:4]([CH3:7])[C:3]=2[C:8]([NH:10][C:11]2[CH:16]=[CH:15][CH:14]=[CH:13][C:12]=2[CH2:17][CH3:18])=[O:9])=[N:21][CH:22]=1)#[N:25]. (5) Given the reactants [Cl:1][C:2]1[CH:7]=[CH:6][C:5](F)=[C:4]([N+:9]([O-:11])=[O:10])[CH:3]=1.[S:12]1[CH2:15][CH:14]([NH2:16])[CH2:13]1.C(=O)([O-])[O-].[K+].[K+], predict the reaction product. The product is: [Cl:1][C:2]1[CH:7]=[CH:6][C:5]([NH:16][CH:14]2[CH2:15][S:12][CH2:13]2)=[C:4]([N+:9]([O-:11])=[O:10])[CH:3]=1. (6) Given the reactants C([O-])(=O)C.[Na+].Br[CH:7](Br)[C:8]([C:10]([F:13])([F:12])[F:11])=[O:9].[Cl:15][C:16]1[CH:28]=[CH:27][C:26]([NH:29][NH2:30])=[CH:25][C:17]=1[CH:18]=[CH:19][C:20]([O:22][CH2:23][CH3:24])=[O:21], predict the reaction product. The product is: [Cl:15][C:16]1[CH:28]=[CH:27][C:26]([NH:29][N:30]=[CH:7][C:8](=[O:9])[C:10]([F:13])([F:12])[F:11])=[CH:25][C:17]=1[CH:18]=[CH:19][C:20]([O:22][CH2:23][CH3:24])=[O:21]. (7) Given the reactants [NH3:1].[F:2][C:3]1[N:8]=[C:7]([C:9](=[NH:11])[O-])[C:6](=[O:12])[NH:5][CH:4]=1, predict the reaction product. The product is: [F:2][C:3]1[N:8]=[C:7]([C:9](=[NH:1])[NH2:11])[C:6](=[O:12])[NH:5][CH:4]=1. (8) Given the reactants C[O:2][C:3]1[CH2:4][C:5]2[CH2:6][C@@H:7]([CH3:24])[C@@H:8]3[C@@H:17]([C:18]=2[CH2:19][CH:20]=1)[CH2:16][CH2:15][C@@:13]1([CH3:14])[C@:9]23[CH2:23][C@@H:10]2[CH2:11][C@H:12]1[CH2:21][OH:22].C(O)(=O)C(O)=O.C(=O)([O-])O.[Na+], predict the reaction product. The product is: [OH:22][CH2:21][C@@H:12]1[CH2:11][C@H:10]2[CH2:23][C@@:9]32[C@H:8]2[C@H:17]([CH2:16][CH2:15][C@:13]13[CH3:14])[C:18]1[CH2:19][CH2:20][C:3](=[O:2])[CH2:4][C:5]=1[CH2:6][C@H:7]2[CH3:24].